From a dataset of Reaction yield outcomes from USPTO patents with 853,638 reactions. Predict the reaction yield, written as a fraction of the theoretical maximum amount of product (1.0 means a 100% yield; for example, 0.34 means a 34% yield). (1) The product is [O:1]1[CH2:2][CH2:3][C:4]([C:7]([OH:9])=[O:8])([C:12]([OH:14])=[O:13])[CH2:5][CH2:6]1. The catalyst is CO.C1COCC1.O. The yield is 0.910. The reactants are [O:1]1[CH2:6][CH2:5][C:4]([C:12]([O:14]CC)=[O:13])([C:7]([O:9]CC)=[O:8])[CH2:3][CH2:2]1.[OH-].[Na+]. (2) The reactants are [Cl:1][C:2]1[CH:7]=[CH:6][C:5]([C:8]2[O:9][C:10]3[C:11](=[C:13]([C:17](O)=[O:18])[CH:14]=[CH:15][CH:16]=3)[N:12]=2)=[C:4]([O:20][CH3:21])[CH:3]=1.Cl.C(N=C=NCCCN(C)C)C.ON1C2C=CC=CC=2N=N1.Cl.Cl.[NH2:46][CH:47]1[CH2:54][CH:53]2[N:55]([CH3:56])[CH:49]([CH2:50][CH2:51][CH2:52]2)[CH2:48]1.C(N(CC)CC)C. The catalyst is CN(C=O)C.ClCCl. The product is [CH3:56][N:55]1[CH:49]2[CH2:50][CH2:51][CH2:52][CH:53]1[CH2:54][CH:47]([NH:46][C:17]([C:13]1[CH:14]=[CH:15][CH:16]=[C:10]3[O:9][C:8]([C:5]4[CH:6]=[CH:7][C:2]([Cl:1])=[CH:3][C:4]=4[O:20][CH3:21])=[N:12][C:11]=13)=[O:18])[CH2:48]2. The yield is 0.670. (3) The reactants are [CH3:1][C:2]1[CH:3]=[C:4]([CH2:13][C@@H:14]([CH2:19][C:20]([O:22][CH3:23])=[O:21])[C:15]([O:17][CH3:18])=[O:16])[C:5]([CH2:11]O)=[C:6]2[C:10]=1[NH:9][N:8]=[CH:7]2.S(Cl)([Cl:26])=O. The catalyst is ClCCl. The product is [CH3:1][C:2]1[CH:3]=[C:4]([CH2:13][C@@H:14]([CH2:19][C:20]([O:22][CH3:23])=[O:21])[C:15]([O:17][CH3:18])=[O:16])[C:5]([CH2:11][Cl:26])=[C:6]2[C:10]=1[NH:9][N:8]=[CH:7]2. The yield is 0.990. (4) The yield is 0.339. The product is [NH2:25][C:20]1[CH:21]=[CH:22][CH:23]=[CH:24][C:19]=1[NH:26][C:14](=[O:16])[CH2:13][CH2:12][CH2:11][CH2:10][CH2:9][NH:8][C:6](=[O:7])[C:5]1[CH:4]=[CH:3][C:2]([CH3:1])=[CH:18][CH:17]=1. The catalyst is ClCCl. The reactants are [CH3:1][C:2]1[CH:18]=[CH:17][C:5]([C:6]([NH:8][CH2:9][CH2:10][CH2:11][CH2:12][CH2:13][C:14]([OH:16])=O)=[O:7])=[CH:4][CH:3]=1.[C:19]1([NH2:26])[CH:24]=[CH:23][CH:22]=[CH:21][C:20]=1[NH2:25].CCN=C=NCCCN(C)C.C1C=CC2N(O)N=NC=2C=1.C(N(CC)CC)C. (5) The reactants are Br[C:2]1[CH:3]=[C:4]([C:9]2([C:19]3[CH:24]=[CH:23][N:22]=[CH:21][CH:20]=3)[C:17]3[C:12](=[CH:13][CH:14]=[CH:15][CH:16]=3)[C:11]([NH2:18])=[N:10]2)[CH:5]=[CH:6][C:7]=1[F:8].[N:25]1[CH:30]=[C:29](B(O)O)[CH:28]=[N:27][CH:26]=1. No catalyst specified. The product is [F:8][C:7]1[CH:6]=[CH:5][C:4]([C:9]2([C:19]3[CH:24]=[CH:23][N:22]=[CH:21][CH:20]=3)[C:17]3[C:12](=[CH:13][CH:14]=[CH:15][CH:16]=3)[C:11]([NH2:18])=[N:10]2)=[CH:3][C:2]=1[C:29]1[CH:30]=[N:25][CH:26]=[N:27][CH:28]=1. The yield is 0.410. (6) The reactants are I[CH2:2][C:3]([C:5]1[CH:10]=[CH:9][CH:8]=[CH:7][CH:6]=1)=[O:4].OC1C(OS(C2C=CC(C)=CC=2)(=O)=O)=C([I:18])C=CC=1.[OH2:30]. The catalyst is CS(C)=O. The product is [OH:30][CH2:2][C:3]([C:5]1[CH:10]=[CH:9][CH:8]=[CH:7][C:6]=1[I:18])=[O:4]. The yield is 0.120.